Dataset: Catalyst prediction with 721,799 reactions and 888 catalyst types from USPTO. Task: Predict which catalyst facilitates the given reaction. (1) Product: [Cl:1][C:2]1[CH:3]=[C:4]([C:8]2[C:13]([C:14]([NH:16][CH2:17][CH2:18][CH2:19][C:20]3[CH:25]=[CH:24][CH:23]=[CH:22][CH:21]=3)=[O:15])=[C:12]([CH3:26])[N:11]=[C:10]([NH:49][CH2:45][CH:46]([CH3:48])[CH3:47])[N:9]=2)[CH:5]=[C:6]([Cl:29])[CH:7]=1. Reactant: [Cl:1][C:2]1[CH:3]=[C:4]([C:8]2[C:13]([C:14]([NH:16][CH2:17][CH2:18][CH2:19][C:20]3[CH:25]=[CH:24][CH:23]=[CH:22][CH:21]=3)=[O:15])=[C:12]([CH3:26])[N:11]=[C:10](SC)[N:9]=2)[CH:5]=[CH:6][CH:7]=1.[Cl:29]C1C=CC=C(C(OO)=O)C=1.S(=O)(O)[O-].[Na+].[CH2:45]([NH2:49])[CH:46]([CH3:48])[CH3:47]. The catalyst class is: 4. (2) Reactant: [Cl:1][C:2]1[CH:7]=[CH:6][C:5]([C:8]2[C:14]3[CH:15]=[C:16]([C:19]4[CH:24]=[CH:23][C:22]([CH:25]=O)=[CH:21][CH:20]=4)[CH:17]=[CH:18][C:13]=3[N:12]3[C:27]([CH3:30])=[N:28][N:29]=[C:11]3[C@H:10]([CH2:31][C:32]([NH:34][CH2:35][CH3:36])=[O:33])[N:9]=2)=[CH:4][CH:3]=1.[NH:37]1[CH2:41][CH2:40][CH2:39][CH2:38]1.C(O[BH-](OC(=O)C)OC(=O)C)(=O)C.[Na+].C(=O)([O-])O.[Na+]. Product: [Cl:1][C:2]1[CH:3]=[CH:4][C:5]([C:8]2[C:14]3[CH:15]=[C:16]([C:19]4[CH:20]=[CH:21][C:22]([CH2:25][N:37]5[CH2:41][CH2:40][CH2:39][CH2:38]5)=[CH:23][CH:24]=4)[CH:17]=[CH:18][C:13]=3[N:12]3[C:27]([CH3:30])=[N:28][N:29]=[C:11]3[C@H:10]([CH2:31][C:32]([NH:34][CH2:35][CH3:36])=[O:33])[N:9]=2)=[CH:6][CH:7]=1. The catalyst class is: 322. (3) Reactant: [F:1][C:2]1[CH:3]=[CH:4][C:5]2[O:10][CH2:9][CH:8]3[CH:11]([C:20]4[CH:25]=[CH:24][CH:23]=[CH:22][CH:21]=4)[C:12]([C:14]([N:16]([O:18][CH3:19])[CH3:17])=[O:15])=[N:13][N:7]3[C:6]=2[CH:26]=1.F[C:28]1[CH:29]=CC2OC[C@@H]3[C@H](C4C=CC=CC=4)C(C(N(OC)C)=O)=NN3C=2[CH:52]=1.[Li+].C[Si]([N-][Si](C)(C)C)(C)C.C(Br)C=C. Product: [CH2:29]([C:11]1([C:20]2[CH:21]=[CH:22][CH:23]=[CH:24][CH:25]=2)[CH:8]2[CH2:9][O:10][C:5]3[CH:4]=[CH:3][C:2]([F:1])=[CH:26][C:6]=3[N:7]2[N:13]=[C:12]1[C:14]([N:16]([O:18][CH3:19])[CH3:17])=[O:15])[CH:28]=[CH2:52]. The catalyst class is: 182. (4) Reactant: [Cl:1][C:2]1[CH:10]=[CH:9][C:5]([C:6]([OH:8])=O)=[CH:4][N:3]=1.Cl.[NH:12]1[CH2:15][CH2:14][CH2:13]1.CN(C(ON1N=NC2C=CC=NC1=2)=[N+](C)C)C.F[P-](F)(F)(F)(F)F.C(N(CC)C(C)C)(C)C. The catalyst class is: 4. Product: [N:12]1([C:6]([C:5]2[CH:9]=[CH:10][C:2]([Cl:1])=[N:3][CH:4]=2)=[O:8])[CH2:15][CH2:14][CH2:13]1. (5) The catalyst class is: 297. Reactant: [CH3:1][C:2]1[NH:3][C:4](=[O:26])[C:5]([CH2:11][C:12]2[CH:17]=[CH:16][C:15]([C:18]3[C:19]([C:24]#[N:25])=[CH:20][CH:21]=[CH:22][CH:23]=3)=[CH:14][CH:13]=2)=[C:6]([CH2:8][CH2:9][CH3:10])[N:7]=1.[CH:27]([O:30][C:31]1[CH:32]=[C:33](B(O)O)[CH:34]=[CH:35][CH:36]=1)([CH3:29])[CH3:28].C(N(CC)CC)C.N1C=CC=CC=1. Product: [CH:27]([O:30][C:31]1[CH:36]=[C:35]([N:3]2[C:4](=[O:26])[C:5]([CH2:11][C:12]3[CH:17]=[CH:16][C:15]([C:18]4[C:19]([C:24]#[N:25])=[CH:20][CH:21]=[CH:22][CH:23]=4)=[CH:14][CH:13]=3)=[C:6]([CH2:8][CH2:9][CH3:10])[N:7]=[C:2]2[CH3:1])[CH:34]=[CH:33][CH:32]=1)([CH3:29])[CH3:28]. (6) Reactant: [F:1][C:2]([F:15])([F:14])[C:3]1[CH:4]=[C:5]2[C:9](=[CH:10][CH:11]=1)[NH:8][C:7](=O)[C:6]2=O.B.C1COCC1. Product: [F:15][C:2]([F:1])([F:14])[C:3]1[CH:4]=[C:5]2[C:9](=[CH:10][CH:11]=1)[NH:8][CH:7]=[CH:6]2. The catalyst class is: 1. (7) Reactant: [CH3:1][O:2][C:3]1[CH:11]=[C:10]2[C:6]([CH:7]=[CH:8][NH:9]2)=[C:5]2[CH:12]([CH3:24])[N:13]([C:17]([O:19][C:20]([CH3:23])([CH3:22])[CH3:21])=[O:18])[CH2:14][CH2:15][O:16][C:4]=12.[H-].[Na+].[Cl:27][C:28]1[CH:33]=[CH:32][CH:31]=[CH:30][C:29]=1[S:34](Cl)(=[O:36])=[O:35]. Product: [Cl:27][C:28]1[CH:33]=[CH:32][CH:31]=[CH:30][C:29]=1[S:34]([N:9]1[C:10]2[C:6](=[C:5]3[CH:12]([CH3:24])[N:13]([C:17]([O:19][C:20]([CH3:23])([CH3:22])[CH3:21])=[O:18])[CH2:14][CH2:15][O:16][C:4]3=[C:3]([O:2][CH3:1])[CH:11]=2)[CH:7]=[CH:8]1)(=[O:36])=[O:35]. The catalyst class is: 18. (8) Reactant: [N+:1]([C:4]1[CH:9]=[CH:8][C:7]([C:10](=O)[CH2:11][NH:12][C:13]([CH:15]2[CH2:20][CH2:19][CH:18]([CH2:21][C:22]([O:24][C:25]([CH3:28])([CH3:27])[CH3:26])=[O:23])[CH2:17][CH2:16]2)=O)=[CH:6][CH:5]=1)([O-:3])=[O:2].COC1C=CC(P2(SP(C3C=CC(OC)=CC=3)(=S)S2)=[S:39])=CC=1. Product: [N+:1]([C:4]1[CH:9]=[CH:8][C:7]([C:10]2[S:39][C:13]([CH:15]3[CH2:20][CH2:19][CH:18]([CH2:21][C:22]([O:24][C:25]([CH3:28])([CH3:27])[CH3:26])=[O:23])[CH2:17][CH2:16]3)=[N:12][CH:11]=2)=[CH:6][CH:5]=1)([O-:3])=[O:2]. The catalyst class is: 12. (9) The catalyst class is: 4. Reactant: [NH2:1][C:2]1[CH:7]=[CH:6][C:5]([C:8]2[NH:12][C:11]([CH:13]3[N:21]4[C:16](=[CH:17][C:18]([C:23]5[CH:28]=[C:27]([Cl:29])[CH:26]=[CH:25][C:24]=5[N:30]5[CH:34]=[N:33][N:32]=[N:31]5)=[CH:19][C:20]4=[O:22])[CH2:15][CH2:14]3)=[N:10][CH:9]=2)=[CH:4][CH:3]=1.[CH2:35]([N:37]=[C:38]=[O:39])[CH3:36]. Product: [Cl:29][C:27]1[CH:26]=[CH:25][C:24]([N:30]2[CH:34]=[N:33][N:32]=[N:31]2)=[C:23]([C:18]2[CH:17]=[C:16]3[N:21]([CH:13]([C:11]4[NH:12][C:8]([C:5]5[CH:4]=[CH:3][C:2]([NH:1][C:38]([NH:37][CH2:35][CH3:36])=[O:39])=[CH:7][CH:6]=5)=[CH:9][N:10]=4)[CH2:14][CH2:15]3)[C:20](=[O:22])[CH:19]=2)[CH:28]=1. (10) Reactant: [NH2:1][CH2:2][CH2:3][C:4]([C:9]1[CH:14]=[CH:13][C:12]([Cl:15])=[C:11]([Cl:16])[CH:10]=1)([OH:8])[CH2:5][O:6][CH3:7].C(N(CC)CC)C.[Cl:24][CH2:25][C:26](Cl)=[O:27]. Product: [Cl:24][CH2:25][C:26]([NH:1][CH2:2][CH2:3][C:4]([C:9]1[CH:14]=[CH:13][C:12]([Cl:15])=[C:11]([Cl:16])[CH:10]=1)([OH:8])[CH2:5][O:6][CH3:7])=[O:27]. The catalyst class is: 1.